Task: Predict the reaction yield, written as a fraction of the theoretical maximum amount of product (1.0 means a 100% yield; for example, 0.34 means a 34% yield).. Dataset: Reaction yield outcomes from USPTO patents with 853,638 reactions The product is [CH:24]1([S:27]([N:11]2[C:5]3[C:6]4[O:10][CH:9]=[N:8][C:7]=4[C:2]([F:1])=[C:3]([F:23])[C:4]=3[N:13]([C:14]3[CH:19]=[CH:18][C:17]([I:20])=[CH:16][C:15]=3[F:21])[C:12]2=[O:22])(=[O:29])=[O:28])[CH2:26][CH2:25]1. The reactants are [F:1][C:2]1[C:7]2[N:8]=[CH:9][O:10][C:6]=2[C:5]2[NH:11][C:12](=[O:22])[N:13]([C:14]3[CH:19]=[CH:18][C:17]([I:20])=[CH:16][C:15]=3[F:21])[C:4]=2[C:3]=1[F:23].[CH:24]1([S:27](Cl)(=[O:29])=[O:28])[CH2:26][CH2:25]1.C(OCC)(=O)C. The catalyst is CN(C1C=CN=CC=1)C.C(Cl)Cl.CCCCCC. The yield is 0.650.